From a dataset of Full USPTO retrosynthesis dataset with 1.9M reactions from patents (1976-2016). Predict the reactants needed to synthesize the given product. (1) Given the product [Cl:29][C:11]1[CH:10]=[C:9]([Cl:30])[CH:8]=[C:7]2[C:12]=1[C:13]([O:15][CH:16]([C:18](=[O:28])[NH:19][C:20]1[CH:21]=[CH:22][C:23]([CH2:26][OH:27])=[CH:24][CH:25]=1)[CH3:17])=[CH:14][C:5]([C:3]([OH:4])=[O:2])=[CH:6]2, predict the reactants needed to synthesize it. The reactants are: C[O:2][C:3]([C:5]1[CH:14]=[C:13]([O:15][CH:16]([C:18](=[O:28])[NH:19][C:20]2[CH:25]=[CH:24][C:23]([CH2:26][OH:27])=[CH:22][CH:21]=2)[CH3:17])[C:12]2[C:7](=[CH:8][C:9]([Cl:30])=[CH:10][C:11]=2[Cl:29])[CH:6]=1)=[O:4].[Li+].[OH-]. (2) Given the product [CH3:1][O:2][C:3]1[C:4]([N+:18]([O-:20])=[O:19])=[C:5]2[C:14](=[CH:15][CH:16]=1)[C:13](=[O:17])[CH:12]([C:22]1[CH:27]=[CH:26][C:25]([O:28][CH3:29])=[CH:24][CH:23]=1)[CH:11]1[CH:6]2[CH2:7][CH2:8][CH2:9][CH2:10]1, predict the reactants needed to synthesize it. The reactants are: [CH3:1][O:2][C:3]1[C:4]([N+:18]([O-:20])=[O:19])=[C:5]2[C:14](=[CH:15][CH:16]=1)[C:13](=[O:17])[CH2:12][CH:11]1[CH:6]2[CH2:7][CH2:8][CH2:9][CH2:10]1.Br[C:22]1[CH:27]=[CH:26][C:25]([O:28][CH3:29])=[CH:24][CH:23]=1.C(P)(C)(C)C.CC(C)([O-])C.[Na+]. (3) Given the product [C:1]([C:3]1[CH:11]=[C:10]2[C:6]([CH:7]=[CH:8][N:9]2[CH2:18][CH2:17][CH2:16][CH2:15][Cl:14])=[CH:5][CH:4]=1)#[N:2], predict the reactants needed to synthesize it. The reactants are: [C:1]([C:3]1[CH:11]=[C:10]2[C:6]([CH:7]=[CH:8][NH:9]2)=[CH:5][CH:4]=1)#[N:2].[OH-].[Na+].[Cl:14][CH2:15][CH2:16][CH2:17][CH2:18]Br. (4) Given the product [NH2:20][C:18]1[C:17]([OH:21])=[CH:16][N:15]=[C:14]([C:7]2[C:8]3[C:9](=[N:10][CH:11]=[CH:12][CH:13]=3)[N:5]([CH2:4][C:3]3[CH:23]=[CH:24][CH:25]=[CH:26][C:2]=3[F:1])[N:6]=2)[N:19]=1, predict the reactants needed to synthesize it. The reactants are: [F:1][C:2]1[CH:26]=[CH:25][CH:24]=[CH:23][C:3]=1[CH2:4][N:5]1[C:9]2=[N:10][CH:11]=[CH:12][CH:13]=[C:8]2[C:7]([C:14]2[N:19]=[C:18]([NH2:20])[C:17]([O:21]C)=[CH:16][N:15]=2)=[N:6]1.C1(S)C=CC=CC=1.C(=O)([O-])[O-].[K+].[K+]. (5) Given the product [Br:1][CH2:2][CH2:3][NH:4][C:5]([C:6]1[CH:11]=[CH:10][CH:9]=[CH:8][CH:7]=1)([C:18]1[CH:19]=[CH:20][CH:21]=[CH:22][CH:23]=1)[C:12]1[CH:13]=[CH:14][CH:15]=[CH:16][CH:17]=1, predict the reactants needed to synthesize it. The reactants are: [Br:1][CH2:2][CH2:3][NH2:4].[C:5](Cl)([C:18]1[CH:23]=[CH:22][CH:21]=[CH:20][CH:19]=1)([C:12]1[CH:17]=[CH:16][CH:15]=[CH:14][CH:13]=1)[C:6]1[CH:11]=[CH:10][CH:9]=[CH:8][CH:7]=1.C(N(CC)CC)C.